This data is from Reaction yield outcomes from USPTO patents with 853,638 reactions. The task is: Predict the reaction yield, written as a fraction of the theoretical maximum amount of product (1.0 means a 100% yield; for example, 0.34 means a 34% yield). (1) The reactants are C([Si]([O:8][C:9]1[CH:14]=[CH:13][C:12]([Cl:15])=[C:11](I)[CH:10]=1)(C)C)(C)(C)C.[CH2:17]([S:19]([C:22]1[CH:27]=[CH:26][C:25](B2OC(C)(C)C(C)(C)O2)=[C:24]([O:37][CH3:38])[CH:23]=1)(=[O:21])=[O:20])[CH3:18].C(=O)([O-])[O-].[Cs+].[Cs+]. The catalyst is O1CCOCC1.[Pd](Cl)Cl.C1(P(C2C=CC=CC=2)[C-]2C=CC=C2)C=CC=CC=1.[C-]1(P(C2C=CC=CC=2)C2C=CC=CC=2)C=CC=C1.[Fe+2]. The product is [Cl:15][C:12]1[C:11]([C:25]2[CH:26]=[CH:27][C:22]([S:19]([CH2:17][CH3:18])(=[O:21])=[O:20])=[CH:23][C:24]=2[O:37][CH3:38])=[CH:10][C:9]([OH:8])=[CH:14][CH:13]=1. The yield is 0.720. (2) The product is [Br:1][C:2]1[C:6]2[CH2:7][N:8]([C:11]([O:13][C:14]([CH3:17])([CH3:16])[CH3:15])=[O:12])[CH2:9][CH2:10][C:5]=2[N:4]([CH2:24][C:25]([F:28])([F:27])[F:26])[N:3]=1. The reactants are [Br:1][C:2]1[C:6]2[CH2:7][N:8]([C:11]([O:13][C:14]([CH3:17])([CH3:16])[CH3:15])=[O:12])[CH2:9][CH2:10][C:5]=2[NH:4][N:3]=1.FC(F)(F)S(O[CH2:24][C:25]([F:28])([F:27])[F:26])(=O)=O.C([O-])([O-])=O.[Cs+].[Cs+]. The yield is 0.270. The catalyst is CN(C=O)C.CCOC(C)=O. (3) The reactants are [F:1][C:2]1[CH:33]=[C:32]([F:34])[CH:31]=[CH:30][C:3]=1[O:4][C:5]1[CH:10]=[CH:9][C:8]([CH2:11][S:12]([CH3:15])(=[O:14])=[O:13])=[CH:7][C:6]=1[C:16]1[C:24]2[C:19](=[C:20]([O:27][CH3:28])[N:21]=[C:22]([CH:25]=[CH2:26])[CH:23]=2)[N:18]([CH3:29])[CH:17]=1.C(O)C. The catalyst is C(OCC)(=O)C.[Pd]. The product is [F:1][C:2]1[CH:33]=[C:32]([F:34])[CH:31]=[CH:30][C:3]=1[O:4][C:5]1[CH:10]=[CH:9][C:8]([CH2:11][S:12]([CH3:15])(=[O:13])=[O:14])=[CH:7][C:6]=1[C:16]1[C:24]2[C:19](=[C:20]([O:27][CH3:28])[N:21]=[C:22]([CH2:25][CH3:26])[CH:23]=2)[N:18]([CH3:29])[CH:17]=1. The yield is 1.05. (4) The reactants are [C@@H:1]12[CH2:7][NH:6][C@@H:5]1[CH2:4][N:3]([C:8]([O:10][CH2:11][C:12]1[CH:17]=[CH:16][CH:15]=[CH:14][CH:13]=1)=[O:9])[CH2:2]2.Br[C:19]1[CH:20]=[N:21][CH:22]=[CH:23][CH:24]=1. No catalyst specified. The product is [N:21]1[CH:22]=[CH:23][CH:24]=[C:19]([N:6]2[CH2:7][C@@H:1]3[C@H:5]2[CH2:4][N:3]([C:8]([O:10][CH2:11][C:12]2[CH:17]=[CH:16][CH:15]=[CH:14][CH:13]=2)=[O:9])[CH2:2]3)[CH:20]=1. The yield is 0.420. (5) The product is [OH:10][N:9]=[CH:2][C:3]([NH:23][C:22]1[CH:24]=[CH:25][CH:26]=[CH:27][C:21]=1[N+:18]([O-:20])=[O:19])=[O:5]. The catalyst is O.Cl. The reactants are Cl[C:2](Cl)(Cl)[CH:3]([OH:5])O.Cl.[NH2:9][OH:10].S([O-])([O-])(=O)=O.[Na+].[Na+].[N+:18]([C:21]1[CH:27]=[CH:26][CH:25]=[CH:24][C:22]=1[NH2:23])([O-:20])=[O:19]. The yield is 0.830.